This data is from Retrosynthesis with 50K atom-mapped reactions and 10 reaction types from USPTO. The task is: Predict the reactants needed to synthesize the given product. Given the product CCC1(O)CCCCCCC1, predict the reactants needed to synthesize it. The reactants are: CC[Mg+].O=C1CCCCCCC1.